The task is: Predict the product of the given reaction.. This data is from Forward reaction prediction with 1.9M reactions from USPTO patents (1976-2016). (1) Given the reactants [CH3:1][C:2]1[CH:7]=[CH:6][C:5]([C:8]2[CH:13]=[C:12]([N+:14]([O-:16])=[O:15])[CH:11]=[C:10]([C:17]([OH:19])=[O:18])[CH:9]=2)=[CH:4][CH:3]=1.O=S(Cl)Cl.[CH3:24]O, predict the reaction product. The product is: [CH3:24][O:18][C:17]([C:10]1[CH:9]=[C:8]([C:5]2[CH:6]=[CH:7][C:2]([CH3:1])=[CH:3][CH:4]=2)[CH:13]=[C:12]([N+:14]([O-:16])=[O:15])[CH:11]=1)=[O:19]. (2) Given the reactants CC(C)([O-])C.[K+].[CH3:7][C:8]1[C:9](=[CH:22][C:23](=[S:34](=[O:36])=[O:35])[CH:24]([CH3:33])[C:25]=1[C:26]1[CH2:30][CH:29]([CH2:31]Cl)[O:28][N:27]=1)[C:10]([C:12]1[C:17](=[O:18])[CH:16]([CH3:19])[CH2:15][CH:14]([CH3:20])[C:13]=1[OH:21])=[O:11].Cl, predict the reaction product. The product is: [CH3:7][C:8]1[C:9](=[CH:22][C:23](=[S:34](=[O:36])=[O:35])[CH:24]([CH3:33])[C:25]=1[C:26]1[CH:30]2[CH:29]([CH2:31]2)[O:28][N:27]=1)[C:10]([C:12]1[C:17](=[O:18])[CH:16]([CH3:19])[CH2:15][CH:14]([CH3:20])[C:13]=1[OH:21])=[O:11]. (3) Given the reactants [F:1][C:2]1[CH:3]=[CH:4][C:5]([C:8]2[C:12](/[CH:13]=[CH:14]/[C:15]3[S:16][C:17]([C:21]([OH:23])=O)=[C:18]([CH3:20])[N:19]=3)=[CH:11][O:10][N:9]=2)=[N:6][CH:7]=1.[NH2:24][CH2:25][CH:26]1[CH2:28][CH2:27]1, predict the reaction product. The product is: [CH:26]1([CH2:25][NH:24][C:21]([C:17]2[S:16][C:15](/[CH:14]=[CH:13]/[C:12]3[C:8]([C:5]4[CH:4]=[CH:3][C:2]([F:1])=[CH:7][N:6]=4)=[N:9][O:10][CH:11]=3)=[N:19][C:18]=2[CH3:20])=[O:23])[CH2:28][CH2:27]1.